From a dataset of Reaction yield outcomes from USPTO patents with 853,638 reactions. Predict the reaction yield, written as a fraction of the theoretical maximum amount of product (1.0 means a 100% yield; for example, 0.34 means a 34% yield). (1) The reactants are CO[C:3](=[O:14])[C:4]1[C:9]([Cl:10])=[CH:8][C:7]([Br:11])=[CH:6][C:5]=1[CH2:12]Br.[F:15][C:16]1[CH:23]=[CH:22][C:19]([CH2:20][NH2:21])=[CH:18][CH:17]=1.C([O-])([O-])=O.[K+].[K+].C(OCC)(=O)C. The catalyst is C1(C)C=CC=CC=1.CCCCCC. The product is [Br:11][C:7]1[CH:6]=[C:5]2[C:4](=[C:9]([Cl:10])[CH:8]=1)[C:3](=[O:14])[N:21]([CH2:20][C:19]1[CH:22]=[CH:23][C:16]([F:15])=[CH:17][CH:18]=1)[CH2:12]2. The yield is 0.200. (2) The reactants are [Cl:1]CCl.[CH:4]([NH:7][C:8](=[O:36])[O:9][CH:10]1[CH2:17][CH:16]2[CH:12]([CH2:13][CH:14]([N:18](C(OC(C)(C)C)=O)[CH2:19][C:20]([N:22]3[CH2:26][CH2:25][CH2:24][CH:23]3[C:27]#[N:28])=[O:21])[CH2:15]2)[CH2:11]1)([CH3:6])[CH3:5].Cl. The catalyst is CCOCC. The product is [ClH:1].[CH:4]([NH:7][C:8](=[O:36])[O:9][CH:10]1[CH2:11][CH:12]2[CH:16]([CH2:15][CH:14]([NH:18][CH2:19][C:20]([N:22]3[CH2:26][CH2:25][CH2:24][CH:23]3[C:27]#[N:28])=[O:21])[CH2:13]2)[CH2:17]1)([CH3:6])[CH3:5]. The yield is 0.660. (3) The reactants are CCOP(OCC)([CH2:6][C:7]#[N:8])=O.[H-].[Na+].[Cl:14][C:15]1[CH:16]=[C:17]([CH:22]2[C:31]3[C:26](=[CH:27][CH:28]=[CH:29][CH:30]=3)[CH2:25][C:24](=O)[CH2:23]2)[CH:18]=[CH:19][C:20]=1[Cl:21]. The catalyst is C1COCC1. The product is [Cl:14][C:15]1[CH:16]=[C:17]([CH:22]2[C:31]3[C:26](=[CH:27][CH:28]=[CH:29][CH:30]=3)[CH:25]=[C:24]([CH2:6][C:7]#[N:8])[CH2:23]2)[CH:18]=[CH:19][C:20]=1[Cl:21]. The yield is 0.770. (4) The reactants are [Br:1][C:2]1[CH:9]=[C:8]([F:10])[C:5]([C:6]#[N:7])=[C:4](F)[CH:3]=1.Cl.[NH2:13][C@H:14]1[CH2:18][CH2:17][CH2:16][C@@H:15]1[OH:19].CCN(C(C)C)C(C)C.[NH4+].[Cl-]. The catalyst is CS(C)=O. The product is [Br:1][C:2]1[CH:3]=[C:4]([NH:13][C@H:14]2[CH2:18][CH2:17][CH2:16][C@@H:15]2[OH:19])[C:5]([C:6]#[N:7])=[C:8]([F:10])[CH:9]=1. The yield is 1.00. (5) The yield is 0.950. The catalyst is C(O)C.[Ni]. The product is [NH2:24][C:4]1[CH:3]=[C:2]([F:1])[C:7]([CH3:8])=[CH:6][C:5]=1[NH:9][CH:10]1[CH2:11][CH2:12][N:13]([C@H:16]2[CH2:21][CH2:20][C@@H:19]([O:22][CH3:23])[CH2:18][CH2:17]2)[CH2:14][CH2:15]1. The reactants are [F:1][C:2]1[C:7]([CH3:8])=[CH:6][C:5]([NH:9][CH:10]2[CH2:15][CH2:14][N:13]([C@H:16]3[CH2:21][CH2:20][C@@H:19]([O:22][CH3:23])[CH2:18][CH2:17]3)[CH2:12][CH2:11]2)=[C:4]([N+:24]([O-])=O)[CH:3]=1.O.NN. (6) The reactants are [S:1]([O:8]S(C(F)(F)F)(=O)=O)([C:4]([F:7])([F:6])[F:5])(=[O:3])=[O:2].[Si:16]([O:23][CH2:24][C@H:25]1[N:29]([C:30](=[O:53])[C:31]2[CH:36]=[C:35]([O:37][CH3:38])[C:34]([O:39][Si:40]([CH:47]([CH3:49])[CH3:48])([CH:44]([CH3:46])[CH3:45])[CH:41]([CH3:43])[CH3:42])=[CH:33][C:32]=2[N+:50]([O-:52])=[O:51])[CH2:28][C:27](=O)[CH2:26]1)([C:19]([CH3:22])([CH3:21])[CH3:20])([CH3:18])[CH3:17].N1C(C)=CC=CC=1C.CC(C)=O.C(=O)=O. The catalyst is ClCCl.O.O.ClCCl. The product is [F:5][C:4]([F:7])([F:6])[S:1]([O:8][C:27]1[CH2:26][C@@H:25]([CH2:24][O:23][Si:16]([C:19]([CH3:21])([CH3:20])[CH3:22])([CH3:18])[CH3:17])[N:29]([C:30](=[O:53])[C:31]2[CH:36]=[C:35]([O:37][CH3:38])[C:34]([O:39][Si:40]([CH:41]([CH3:43])[CH3:42])([CH:44]([CH3:45])[CH3:46])[CH:47]([CH3:49])[CH3:48])=[CH:33][C:32]=2[N+:50]([O-:52])=[O:51])[CH:28]=1)(=[O:3])=[O:2]. The yield is 0.960. (7) The reactants are [OH-].[K+].[Br:3][C:4]1[CH:5]=[CH:6][C:7]2[NH:8][C:9]3[C:14]([C:15]=2[CH:16]=1)=[CH:13][C:12]([Br:17])=[CH:11][CH:10]=3.[Br:18][CH2:19][CH2:20][CH2:21]Br. The catalyst is CN(C=O)C.CCOC(C)=O. The product is [Br:17][C:12]1[CH:11]=[CH:10][C:9]2[N:8]([CH2:21][CH2:20][CH2:19][Br:18])[C:7]3[C:15]([C:14]=2[CH:13]=1)=[CH:16][C:4]([Br:3])=[CH:5][CH:6]=3. The yield is 0.286.